The task is: Predict the reaction yield, written as a fraction of the theoretical maximum amount of product (1.0 means a 100% yield; for example, 0.34 means a 34% yield).. This data is from Reaction yield outcomes from USPTO patents with 853,638 reactions. (1) The reactants are [Br:1][C:2]1[CH:7]=[CH:6][C:5]([NH2:8])=[CH:4][C:3]=1[F:9].[CH3:10][C:11]([O:14][C:15](O[C:15]([O:14][C:11]([CH3:13])([CH3:12])[CH3:10])=[O:16])=[O:16])([CH3:13])[CH3:12].C(N(CC)CC)C.C(OCC)(=O)C. The catalyst is O1CCCC1.CCCCCC. The product is [Br:1][C:2]1[CH:7]=[CH:6][C:5]([NH:8][C:15](=[O:16])[O:14][C:11]([CH3:13])([CH3:12])[CH3:10])=[CH:4][C:3]=1[F:9]. The yield is 0.490. (2) The reactants are [CH3:1][C:2]1[NH:6][C:5]2[C:7]([C:17]([O:19][CH3:20])=[O:18])=[CH:8][C:9]([N:11]3[CH2:16][CH2:15][O:14][CH2:13][CH2:12]3)=[CH:10][C:4]=2[N:3]=1.Br[CH2:22][C:23]1[C:32]2[C:27](=[CH:28][CH:29]=[CH:30][CH:31]=2)[CH:26]=[CH:25][CH:24]=1.C([O-])([O-])=O.[K+].[K+]. The catalyst is O. The yield is 0.740. The product is [CH3:1][C:2]1[N:3]([CH2:22][C:23]2[C:32]3[C:27](=[CH:28][CH:29]=[CH:30][CH:31]=3)[CH:26]=[CH:25][CH:24]=2)[C:4]2[CH:10]=[C:9]([N:11]3[CH2:12][CH2:13][O:14][CH2:15][CH2:16]3)[CH:8]=[C:7]([C:17]([O:19][CH3:20])=[O:18])[C:5]=2[N:6]=1. (3) The reactants are [CH:1]([NH:4][NH:5][C:6](=[O:16])[C:7]1[CH:12]=[CH:11][C:10]([N+:13]([O-])=O)=[CH:9][CH:8]=1)([CH3:3])[CH3:2].[F:17][C:18]1[CH:19]=[CH:20][C:21]([O:35][CH2:36][C:37]([OH:39])=O)=[C:22]([C:24]2[CH:29]=[CH:28][CH:27]=[CH:26][C:25]=2[O:30][C:31]([F:34])([F:33])[F:32])[CH:23]=1.CCN(C(C)C)C(C)C.C1CN([P+](Br)(N2CCCC2)N2CCCC2)CC1.F[P-](F)(F)(F)(F)F.Cl.[CH:74](=O)[CH:75]([CH3:77])[CH3:76]. The catalyst is CN(C=O)C.C(OCC)(=O)C.CCO.C(O)(=O)C.[Pd]. The product is [F:17][C:18]1[CH:19]=[CH:20][C:21]([O:35][CH2:36][C:37]([N:4]([CH:1]([CH3:3])[CH3:2])[NH:5][C:6](=[O:16])[C:7]2[CH:12]=[CH:11][C:10]([NH:13][CH2:74][CH:75]([CH3:77])[CH3:76])=[CH:9][CH:8]=2)=[O:39])=[C:22]([C:24]2[CH:29]=[CH:28][CH:27]=[CH:26][C:25]=2[O:30][C:31]([F:34])([F:33])[F:32])[CH:23]=1. The yield is 0.390.